Dataset: Catalyst prediction with 721,799 reactions and 888 catalyst types from USPTO. Task: Predict which catalyst facilitates the given reaction. (1) Reactant: [Br:1][C:2]1[O:6][C:5]([C:7]2[C:11]3[C:12]([C:22]#[N:23])=[N:13][C:14]([C:17](OCC)=[O:18])=[C:15]([OH:16])[C:10]=3[O:9][N:8]=2)=[CH:4][CH:3]=1.[NH2:24][CH2:25][C:26]([OH:28])=[O:27].C[O-].[Na+]. Product: [Br:1][C:2]1[O:6][C:5]([C:7]2[C:11]3[C:12]([C:22]#[N:23])=[N:13][C:14]([C:17]([NH:24][CH2:25][C:26]([OH:28])=[O:27])=[O:18])=[C:15]([OH:16])[C:10]=3[O:9][N:8]=2)=[CH:4][CH:3]=1. The catalyst class is: 389. (2) The catalyst class is: 13. Product: [C:1]([O:5][C:6](=[O:16])[C:7]1[CH:12]=[C:11]([B:22]2[O:26][C:25]([CH3:28])([CH3:27])[C:24]([CH3:30])([CH3:29])[O:23]2)[C:10]([CH3:14])=[CH:9][C:8]=1[CH3:15])([CH3:4])([CH3:3])[CH3:2]. Reactant: [C:1]([O:5][C:6](=[O:16])[C:7]1[CH:12]=[C:11](I)[C:10]([CH3:14])=[CH:9][C:8]=1[CH3:15])([CH3:4])([CH3:3])[CH3:2].C([O-])(=O)C.[K+].[B:22]1([B:22]2[O:26][C:25]([CH3:28])([CH3:27])[C:24]([CH3:30])([CH3:29])[O:23]2)[O:26][C:25]([CH3:28])([CH3:27])[C:24]([CH3:30])([CH3:29])[O:23]1.CS(C)=O. (3) Reactant: [Cl:1][C:2]1[CH:3]=[C:4]2[N:11]=[C:10]([O:12][CH:13]3[CH:17]4[O:18][CH2:19][CH:20]([OH:21])[CH:16]4[O:15][CH2:14]3)[N:9]([CH2:22][O:23][CH2:24][CH2:25][Si:26]([CH3:29])([CH3:28])[CH3:27])[C:5]2=[N:6][C:7]=1I.CC1(C)C(C)(C)OB([C:38]2[CH:43]=[CH:42][C:41]([N:44]3[CH2:49][CH2:48][CH:47]([CH2:50][N:51]=[S:52]([CH3:55])([CH3:54])=[O:53])[CH2:46][CH2:45]3)=[CH:40][CH:39]=2)O1.C([O-])([O-])=O.[K+].[K+]. The catalyst class is: 40. Product: [Cl:1][C:2]1[CH:3]=[C:4]2[N:11]=[C:10]([O:12][C@@H:13]3[CH2:14][O:15][C@@H:16]4[C@H:20]([OH:21])[CH2:19][O:18][C@H:17]34)[N:9]([CH2:22][O:23][CH2:24][CH2:25][Si:26]([CH3:29])([CH3:28])[CH3:27])[C:5]2=[N:6][C:7]=1[C:38]1[CH:43]=[CH:42][C:41]([N:44]2[CH2:49][CH2:48][CH:47]([CH2:50][N:51]=[S:52]([CH3:55])([CH3:54])=[O:53])[CH2:46][CH2:45]2)=[CH:40][CH:39]=1. (4) Reactant: [NH2:1][CH:2]1[CH2:7][CH2:6][N:5](C(OC(C)(C)C)=O)[CH2:4][CH2:3]1.[N:15]([C:18]1[CH:23]=[C:22]([C:24]([F:27])([F:26])[F:25])[CH:21]=[C:20]([C:28]([F:31])([F:30])[F:29])[CH:19]=1)=[C:16]=[O:17]. Product: [F:25][C:24]([F:26])([F:27])[C:22]1[CH:23]=[C:18]([NH:15][C:16]([NH:1][CH:2]2[CH2:3][CH2:4][NH:5][CH2:6][CH2:7]2)=[O:17])[CH:19]=[C:20]([C:28]([F:31])([F:29])[F:30])[CH:21]=1. The catalyst class is: 2. (5) Reactant: [C:1]([O:9][C@@H:10]1[O:24][C@@H:23]([CH2:25][O:26][C:27](=[O:34])[C:28]2[CH:33]=[CH:32][CH:31]=[CH:30][CH:29]=2)[C@H:13]([O:14][C:15](=[O:22])[C:16]2[CH:21]=[CH:20][CH:19]=[CH:18][CH:17]=2)[C@@H:11]1[OH:12])(=[O:8])[C:2]1[CH:7]=[CH:6][CH:5]=[CH:4][CH:3]=1.[C:35](OC(=O)C)(=[O:37])[CH3:36].C(O)C. Product: [C:35]([O:12][C@H:11]1[C@@H:13]([O:14][C:15](=[O:22])[C:16]2[CH:21]=[CH:20][CH:19]=[CH:18][CH:17]=2)[C@H:23]([CH2:25][O:26][C:27](=[O:34])[C:28]2[CH:29]=[CH:30][CH:31]=[CH:32][CH:33]=2)[O:24][C@H:10]1[O:9][C:1](=[O:8])[C:2]1[CH:7]=[CH:6][CH:5]=[CH:4][CH:3]=1)(=[O:37])[CH3:36]. The catalyst class is: 17. (6) The catalyst class is: 7. Reactant: CCOC(/N=N/C(OCC)=O)=O.[CH3:13][C:14]([CH3:58])([CH2:56][CH3:57])[CH2:15][C:16]1[N:17]=[C:18]([CH2:40][CH:41]([C:43]2[CH:48]=[CH:47][C:46]([C:49]3[CH:54]=[CH:53][C:52]([F:55])=[CH:51][N:50]=3)=[CH:45][CH:44]=2)O)[N:19]([C:21]([C:34]2[CH:39]=[CH:38][CH:37]=[CH:36][CH:35]=2)([C:28]2[CH:33]=[CH:32][CH:31]=[CH:30][CH:29]=2)[C:22]2[CH:27]=[CH:26][CH:25]=[CH:24][CH:23]=2)[CH:20]=1.C1(P([N:73]=[N+:74]=[N-:75])(C2C=CC=CC=2)=O)C=CC=CC=1.C1(P(C2C=CC=CC=2)C2C=CC=CC=2)C=CC=CC=1. Product: [N:73]([CH:41]([C:43]1[CH:44]=[CH:45][C:46]([C:49]2[CH:54]=[CH:53][C:52]([F:55])=[CH:51][N:50]=2)=[CH:47][CH:48]=1)[CH2:40][C:18]1[N:19]([C:21]([C:28]2[CH:33]=[CH:32][CH:31]=[CH:30][CH:29]=2)([C:34]2[CH:35]=[CH:36][CH:37]=[CH:38][CH:39]=2)[C:22]2[CH:27]=[CH:26][CH:25]=[CH:24][CH:23]=2)[CH:20]=[C:16]([CH2:15][C:14]([CH3:13])([CH3:58])[CH2:56][CH3:57])[N:17]=1)=[N+:74]=[N-:75]. (7) Reactant: [C:1]([O:5][C:6]([N:8]1[CH2:12][C@H:11]([OH:13])[CH2:10][C@H:9]1[C:14]([OH:16])=O)=[O:7])([CH3:4])([CH3:3])[CH3:2].CN(C(ON1N=NC2C=CC=NC1=2)=[N+](C)C)C.F[P-](F)(F)(F)(F)F.[F:41][C:42]1[CH:55]=[CH:54][C:45]([O:46][C:47]2[CH:53]=[CH:52][C:50]([NH2:51])=[CH:49][CH:48]=2)=[CH:44][CH:43]=1.CCN(C(C)C)C(C)C. Product: [F:41][C:42]1[CH:55]=[CH:54][C:45]([O:46][C:47]2[CH:53]=[CH:52][C:50]([NH:51][C:14]([C@@H:9]3[CH2:10][C@@H:11]([OH:13])[CH2:12][N:8]3[C:6]([O:5][C:1]([CH3:2])([CH3:3])[CH3:4])=[O:7])=[O:16])=[CH:49][CH:48]=2)=[CH:44][CH:43]=1. The catalyst class is: 3. (8) Reactant: CS[CH2:3][CH2:4][C:5]1[NH:9][C:8]2[CH:10]=[CH:11][C:12]([C:14]3[N:18]=[C:17]([C:19]4[CH:24]=[CH:23][C:22]([O:25][CH:26]([CH3:31])[C:27]([F:30])([F:29])[F:28])=[C:21]([C:32]([F:35])([F:34])[F:33])[CH:20]=4)[O:16][N:15]=3)=[CH:13][C:7]=2[N:6]=1.[CH:36]1C=C([Cl:42])C=C(C(OO)=O)C=1.[O-:47][S:48](S([O-])=O)=[O:49].[Na+].[Na+].Cl.CCOC(C)=O. Product: [ClH:42].[CH3:36][S:48]([CH2:3][CH2:4][C:5]1[NH:9][C:8]2[CH:10]=[CH:11][C:12]([C:14]3[N:18]=[C:17]([C:19]4[CH:24]=[CH:23][C:22]([O:25][CH:26]([CH3:31])[C:27]([F:28])([F:29])[F:30])=[C:21]([C:32]([F:35])([F:33])[F:34])[CH:20]=4)[O:16][N:15]=3)=[CH:13][C:7]=2[N:6]=1)(=[O:49])=[O:47]. The catalyst class is: 317. (9) Reactant: [Cl:1][C:2]1[CH:3]=[C:4]([CH:21]=[CH:22][CH:23]=1)[C:5]([NH:7][C:8]1[C:9]([N:15]2[CH2:20][CH2:19][NH:18][CH2:17][CH2:16]2)=[N:10][CH:11]=[C:12]([Cl:14])[CH:13]=1)=[O:6].Cl[CH2:25][C:26]([OH:28])=[O:27]. Product: [Cl:14][C:12]1[CH:13]=[C:8]([NH:7][C:5](=[O:6])[C:4]2[CH:21]=[CH:22][CH:23]=[C:2]([Cl:1])[CH:3]=2)[C:9]([N:15]2[CH2:20][CH2:19][N:18]([CH2:25][C:26]([OH:28])=[O:27])[CH2:17][CH2:16]2)=[N:10][CH:11]=1. The catalyst class is: 35. (10) Reactant: Cl[C:2]1[CH:3]=[C:4]([F:20])[C:5]([O:17][CH2:18][CH3:19])=[C:6]2[C:10]=1[N:9]([CH3:11])[CH:8]=[C:7]2[CH2:12][C:13]([O:15][CH3:16])=[O:14].CCN(CC)CC. Product: [CH2:18]([O:17][C:5]1[C:4]([F:20])=[CH:3][CH:2]=[C:10]2[C:6]=1[C:7]([CH2:12][C:13]([O:15][CH3:16])=[O:14])=[CH:8][N:9]2[CH3:11])[CH3:19]. The catalyst class is: 19.